From a dataset of Reaction yield outcomes from USPTO patents with 853,638 reactions. Predict the reaction yield, written as a fraction of the theoretical maximum amount of product (1.0 means a 100% yield; for example, 0.34 means a 34% yield). (1) The reactants are [H-].[Na+].[CH2:3]([O:5][C:6](=[O:33])[C:7]([CH3:32])([O:25][C:26]1[CH:31]=[CH:30][CH:29]=[CH:28][CH:27]=1)[CH2:8][C:9]1[CH:14]=[CH:13][C:12]([O:15][CH2:16][CH2:17][CH:18]2[CH2:22][NH:21][C:20](=[O:23])[N:19]2[CH3:24])=[CH:11][CH:10]=1)[CH3:4].Br[CH2:35][C:36]1[CH:49]=[CH:48][C:39]([C:40]([C:42]2[CH:47]=[CH:46][CH:45]=[CH:44][CH:43]=2)=[O:41])=[CH:38][CH:37]=1. The catalyst is CN(C=O)C. The product is [CH2:3]([O:5][C:6](=[O:33])[C:7]([CH3:32])([O:25][C:26]1[CH:31]=[CH:30][CH:29]=[CH:28][CH:27]=1)[CH2:8][C:9]1[CH:10]=[CH:11][C:12]([O:15][CH2:16][CH2:17][CH:18]2[CH2:22][N:21]([CH2:35][C:36]3[CH:37]=[CH:38][C:39]([C:40](=[O:41])[C:42]4[CH:43]=[CH:44][CH:45]=[CH:46][CH:47]=4)=[CH:48][CH:49]=3)[C:20](=[O:23])[N:19]2[CH3:24])=[CH:13][CH:14]=1)[CH3:4]. The yield is 0.100. (2) The reactants are Cl[C:2]1[N:7]=[C:6]([NH:8][C:9]2[CH:14]=[CH:13][C:12]3[O:15][CH2:16][CH2:17][O:18][C:11]=3[CH:10]=2)[C:5]([F:19])=[CH:4][N:3]=1.[NH2:20][C:21]1[CH:22]=[N:23][CH:24]=[CH:25][CH:26]=1.CC(C)([O-])C.[Na+].C1C=CC(P(C2C=CC3C(=CC=CC=3)C=2C2C3C(=CC=CC=3)C=CC=2P(C2C=CC=CC=2)C2C=CC=CC=2)C2C=CC=CC=2)=CC=1.C(N(CC)C(C)C)(C)C. The catalyst is C1(C)C=CC=CC=1.C([O-])(=O)C.[Pd+2].C([O-])(=O)C. The product is [CH2:17]1[CH2:16][O:15][C:12]2[CH:13]=[CH:14][C:9]([NH:8][C:6]3[C:5]([F:19])=[CH:4][N:3]=[C:2]([NH:20][C:21]4[CH:22]=[N:23][CH:24]=[CH:25][CH:26]=4)[N:7]=3)=[CH:10][C:11]=2[O:18]1. The yield is 0.140.